Dataset: Full USPTO retrosynthesis dataset with 1.9M reactions from patents (1976-2016). Task: Predict the reactants needed to synthesize the given product. (1) Given the product [N:14]1[CH:15]=[CH:16][CH:17]=[C:12]([O:11][CH2:10][C:7]2[CH:8]=[CH:9][C:4]([C:3]([OH:24])=[O:2])=[C:5]([C:18]3[CH:23]=[CH:22][CH:21]=[CH:20][CH:19]=3)[CH:6]=2)[CH:13]=1, predict the reactants needed to synthesize it. The reactants are: C[O:2][C:3](=[O:24])[C:4]1[CH:9]=[CH:8][C:7]([CH2:10][O:11][C:12]2[CH:13]=[N:14][CH:15]=[CH:16][CH:17]=2)=[CH:6][C:5]=1[C:18]1[CH:23]=[CH:22][CH:21]=[CH:20][CH:19]=1.[OH-].[Na+]. (2) Given the product [C:26]1([CH:7]([C:1]2[CH:2]=[CH:3][CH:4]=[CH:5][CH:6]=2)[N:8]2[CH2:11][C:10]([CH2:12][NH:14][CH:15]([CH3:17])[CH3:16])([NH:18][CH2:19][C:20]3[CH:21]=[CH:22][CH:23]=[CH:24][CH:25]=3)[CH2:9]2)[CH:31]=[CH:30][CH:29]=[CH:28][CH:27]=1, predict the reactants needed to synthesize it. The reactants are: [C:1]1([CH:7]([C:26]2[CH:31]=[CH:30][CH:29]=[CH:28][CH:27]=2)[N:8]2[CH2:11][C:10]([NH:18][CH2:19][C:20]3[CH:25]=[CH:24][CH:23]=[CH:22][CH:21]=3)([C:12]([NH:14][CH:15]([CH3:17])[CH3:16])=O)[CH2:9]2)[CH:6]=[CH:5][CH:4]=[CH:3][CH:2]=1.[H-].[Al+3].[Li+].[H-].[H-].[H-]. (3) Given the product [CH3:9][O:10][C:11]1[CH:16]=[CH:15][CH:14]=[CH:13][C:12]=1[O:17][CH2:6][CH:5]1[O:4][CH2:3]1, predict the reactants needed to synthesize it. The reactants are: O1[CH2:6][CH2:5][O:4][CH2:3]C1.[OH-].[Na+].[CH3:9][O:10][C:11]1[CH:16]=[CH:15][CH:14]=[CH:13][C:12]=1[OH:17].C(C1OC1)Cl. (4) Given the product [F:5][C:6]1[CH:14]=[CH:13][C:9]([C:10]([O:12][CH3:18])=[O:11])=[CH:8][C:7]=1[N+:15]([O-:17])=[O:16], predict the reactants needed to synthesize it. The reactants are: S(Cl)(Cl)=O.[F:5][C:6]1[CH:14]=[CH:13][C:9]([C:10]([OH:12])=[O:11])=[CH:8][C:7]=1[N+:15]([O-:17])=[O:16].[CH3:18]O. (5) Given the product [C:27]([O:30][CH2:31][C:32]1[C:33]([N:47]2[CH2:59][CH2:58][N:50]3[C:51]4[CH2:52][CH2:53][CH2:54][CH2:55][C:56]=4[CH:57]=[C:49]3[C:48]2=[O:60])=[CH:34][CH:35]=[CH:36][C:37]=1[C:2]1[CH:3]=[C:4]([NH:10][C:11]2[CH:15]=[C:14]([CH3:16])[N:13]([CH2:17][CH2:18][O:19][Si:20]([C:23]([CH3:26])([CH3:25])[CH3:24])([CH3:22])[CH3:21])[N:12]=2)[C:5](=[O:9])[N:6]([CH3:8])[CH:7]=1)(=[O:29])[CH3:28], predict the reactants needed to synthesize it. The reactants are: Br[C:2]1[CH:3]=[C:4]([NH:10][C:11]2[CH:15]=[C:14]([CH3:16])[N:13]([CH2:17][CH2:18][O:19][Si:20]([C:23]([CH3:26])([CH3:25])[CH3:24])([CH3:22])[CH3:21])[N:12]=2)[C:5](=[O:9])[N:6]([CH3:8])[CH:7]=1.[C:27]([O:30][CH2:31][C:32]1[C:37](B2OC(C)(C)C(C)(C)O2)=[CH:36][CH:35]=[CH:34][C:33]=1[N:47]1[CH2:59][CH2:58][N:50]2[C:51]3[CH2:52][CH2:53][CH2:54][CH2:55][C:56]=3[CH:57]=[C:49]2[C:48]1=[O:60])(=[O:29])[CH3:28].CC(O[Na])=O.[O-]P([O-])([O-])=O.[K+].[K+].[K+].